From a dataset of Catalyst prediction with 721,799 reactions and 888 catalyst types from USPTO. Predict which catalyst facilitates the given reaction. Reactant: [F:1][C:2]1[CH:3]=[C:4]([OH:13])[CH:5]=[C:6]2[C:10]=1[C:9]([CH3:12])([CH3:11])[CH2:8][CH2:7]2.[H-].[Na+].[F:16][C:17]([F:36])([F:35])[S:18](N(C1C=CC=CC=1)[S:18]([C:17]([F:36])([F:35])[F:16])(=[O:20])=[O:19])(=[O:20])=[O:19]. Product: [F:16][C:17]([F:36])([F:35])[S:18]([O:13][C:4]1[CH:5]=[C:6]2[C:10](=[C:2]([F:1])[CH:3]=1)[C:9]([CH3:11])([CH3:12])[CH2:8][CH2:7]2)(=[O:20])=[O:19]. The catalyst class is: 1.